Dataset: CYP1A2 inhibition data for predicting drug metabolism from PubChem BioAssay. Task: Regression/Classification. Given a drug SMILES string, predict its absorption, distribution, metabolism, or excretion properties. Task type varies by dataset: regression for continuous measurements (e.g., permeability, clearance, half-life) or binary classification for categorical outcomes (e.g., BBB penetration, CYP inhibition). Dataset: cyp1a2_veith. (1) The compound is COC(=O)C1(O)CC(C(C)C)=NN1C(=O)c1ccc(Cl)cc1. The result is 0 (non-inhibitor). (2) The drug is CN(C(=O)c1cnc(N2CCN(c3ncccn3)CC2)c2ccccc12)c1ccc(Cl)cc1. The result is 1 (inhibitor). (3) The molecule is Nc1ccc(C(=O)NCC(=O)O)cc1. The result is 0 (non-inhibitor). (4) The drug is C[C@H](CCC(=O)O)[C@H]1CC[C@@H]2[C@@H]3[C@@H](O)C[C@H]4C[C@@H](O)CC[C@@]4(C)[C@H]3CC[C@]12C. The result is 0 (non-inhibitor). (5) The molecule is COCCn1c(=O)c(C)nc2cnc(N3CCN(C)CC3)nc21. The result is 1 (inhibitor). (6) The compound is COC(=O)c1ccccc1N/C=C1\CCc2c(c(C)nn2-c2ccccn2)C1=O. The result is 1 (inhibitor). (7) The drug is CCOC(=O)CCCNC(=O)CCCNC(=O)C(c1ccccc1)c1ccccc1. The result is 0 (non-inhibitor). (8) The molecule is c1ccc(C(c2ccccc2)N2CCC3(CCNCC3)CC2)cc1. The result is 0 (non-inhibitor). (9) The compound is Cc1cc(C)nc(NC(=O)c2cccc([N+](=O)[O-])c2C)n1. The result is 0 (non-inhibitor).